This data is from Reaction yield outcomes from USPTO patents with 853,638 reactions. The task is: Predict the reaction yield, written as a fraction of the theoretical maximum amount of product (1.0 means a 100% yield; for example, 0.34 means a 34% yield). (1) The reactants are C(C1N([CH2:14][C:15]2[CH:32]=[CH:31][C:18]3/[C:19](=[CH:28]/[C:29]#[N:30])/[C:20]4[CH:27]=[CH:26][CH:25]=[CH:24][C:21]=4[CH2:22][CH2:23][C:17]=3[CH:16]=2)C2=NC(C)=CC(C)=C2N=1)C.CC(OI1(OC(C)=O)(OC(C)=O)OC(=O)C2C1=CC=CC=2)=[O:35].C(O)(C)C.O. The catalyst is ClCCl. The product is [CH:14]([C:15]1[CH:32]=[CH:31][C:18]2/[C:19](=[CH:28]/[C:29]#[N:30])/[C:20]3[CH:27]=[CH:26][CH:25]=[CH:24][C:21]=3[CH2:22][CH2:23][C:17]=2[CH:16]=1)=[O:35]. The yield is 1.00. (2) The reactants are [F:1][C:2]1([F:18])[CH2:7][CH2:6][N:5]([CH:8]([C:11]2[CH:12]=[N:13][C:14]([F:17])=[CH:15][CH:16]=2)[CH2:9][NH2:10])[CH2:4][CH2:3]1.[Cl:19][C:20]1[C:28]([Cl:29])=[CH:27][CH:26]=[CH:25][C:21]=1[C:22](O)=[O:23].C1C=CC2N(O)N=NC=2C=1.CCN=C=NCCCN(C)C.Cl.CCN(C(C)C)C(C)C. The catalyst is CN(C=O)C. The product is [Cl:19][C:20]1[C:28]([Cl:29])=[CH:27][CH:26]=[CH:25][C:21]=1[C:22]([NH:10][CH2:9][CH:8]([N:5]1[CH2:6][CH2:7][C:2]([F:1])([F:18])[CH2:3][CH2:4]1)[C:11]1[CH:12]=[N:13][C:14]([F:17])=[CH:15][CH:16]=1)=[O:23]. The yield is 0.300.